Dataset: Retrosynthesis with 50K atom-mapped reactions and 10 reaction types from USPTO. Task: Predict the reactants needed to synthesize the given product. Given the product CCCc1nc2c(C)cc(-c3nc4ccccc4n3C)cc2n1Cc1ccc(-c2ccccc2C(=O)O)cc1, predict the reactants needed to synthesize it. The reactants are: CCCc1nc2c(C)cc(-c3nc4ccccc4n3C)cc2n1Cc1ccc(-c2ccccc2C(=O)OC)cc1.